This data is from Full USPTO retrosynthesis dataset with 1.9M reactions from patents (1976-2016). The task is: Predict the reactants needed to synthesize the given product. Given the product [CH3:1][O:2][C:3]([C:5]1([C:10]([OH:12])=[O:11])[C:7]2([CH2:9][CH2:8]2)[CH2:6]1)=[O:4], predict the reactants needed to synthesize it. The reactants are: [CH3:1][O:2][C:3]([C:5]1([C:10]([O:12]C)=[O:11])[C:7]2([CH2:9][CH2:8]2)[CH2:6]1)=[O:4].[OH-].[K+].Cl.